This data is from Catalyst prediction with 721,799 reactions and 888 catalyst types from USPTO. The task is: Predict which catalyst facilitates the given reaction. (1) Reactant: [CH3:1][C:2]1([CH3:14])[C:6]([CH3:8])([CH3:7])[O:5][B:4]([C:9]2[CH:10]=[N:11][NH:12][CH:13]=2)[O:3]1.Br[CH:16]([CH3:21])[C:17]([NH:19][CH3:20])=[O:18].C(=O)([O-])[O-].[K+].[K+]. Product: [CH3:20][NH:19][C:17](=[O:18])[CH:16]([N:12]1[CH:13]=[C:9]([B:4]2[O:5][C:6]([CH3:7])([CH3:8])[C:2]([CH3:14])([CH3:1])[O:3]2)[CH:10]=[N:11]1)[CH3:21]. The catalyst class is: 21. (2) Reactant: [Cl:1][C:2]1[N:7]=[C:6](Cl)[C:5]([N+:9]([O-:11])=[O:10])=[CH:4][N:3]=1.[CH3:12][O:13][C:14]1[CH:19]=[CH:18][C:17]([OH:20])=[CH:16][CH:15]=1.C([O-])(O)=O.[Na+]. Product: [Cl:1][C:2]1[N:7]=[C:6]([O:20][C:17]2[CH:18]=[CH:19][C:14]([O:13][CH3:12])=[CH:15][CH:16]=2)[C:5]([N+:9]([O-:11])=[O:10])=[CH:4][N:3]=1. The catalyst class is: 95. (3) Reactant: ClCCl.[CH2:4]([S:11][C:12]1[S:13][C:14]2[CH:20]=[C:19]([F:21])[C:18]([N:22]3[C:26](=[O:27])[N:25]([CH3:28])[C:24]([CH3:29])=[N:23]3)=[CH:17][C:15]=2[N:16]=1)[C:5]1[CH:10]=[CH:9][CH:8]=[CH:7][CH:6]=1.ClC1C=C(C=CC=1)C(OO)=[O:35]. Product: [CH2:4]([S:11]([C:12]1[S:13][C:14]2[CH:20]=[C:19]([F:21])[C:18]([N:22]3[C:26](=[O:27])[N:25]([CH3:28])[C:24]([CH3:29])=[N:23]3)=[CH:17][C:15]=2[N:16]=1)=[O:35])[C:5]1[CH:10]=[CH:9][CH:8]=[CH:7][CH:6]=1. The catalyst class is: 6. (4) Reactant: [C:1]([O:5][C:6](=[O:24])[CH2:7][N:8]([CH2:16][C:17]([O:19][C:20]([CH3:23])([CH3:22])[CH3:21])=[O:18])[C:9]1[CH:14]=[CH:13][CH:12]=[CH:11][C:10]=1[OH:15])([CH3:4])([CH3:3])[CH3:2].[H-].[Na+].[CH2:27](Br)[C:28]1[CH:33]=[CH:32][CH:31]=[CH:30][CH:29]=1. Product: [C:1]([O:5][C:6](=[O:24])[CH2:7][N:8]([C:9]1[CH:14]=[CH:13][CH:12]=[CH:11][C:10]=1[O:15][CH2:27][C:28]1[CH:33]=[CH:32][CH:31]=[CH:30][CH:29]=1)[CH2:16][C:17]([O:19][C:20]([CH3:23])([CH3:22])[CH3:21])=[O:18])([CH3:4])([CH3:3])[CH3:2]. The catalyst class is: 1. (5) Reactant: [NH2:1][C:2]1[CH:11]=[C:10]2[C:5]([CH:6]=[CH:7][CH:8]=[C:9]2[N:12]2[CH2:17][CH2:16][N:15]([CH3:18])[CH2:14][CH2:13]2)=[CH:4][CH:3]=1.C(N(CC)CC)C.[Cl:26][C:27]1[CH:35]=[CH:34][C:30]([C:31](Cl)=[O:32])=[CH:29][CH:28]=1. Product: [Cl:26][C:27]1[CH:35]=[CH:34][C:30]([C:31]([NH:1][C:2]2[CH:11]=[C:10]3[C:5]([CH:6]=[CH:7][CH:8]=[C:9]3[N:12]3[CH2:17][CH2:16][N:15]([CH3:18])[CH2:14][CH2:13]3)=[CH:4][CH:3]=2)=[O:32])=[CH:29][CH:28]=1. The catalyst class is: 10. (6) Reactant: [C@H:1]1([C:12]2[S:16][C:15]([NH2:17])=[N:14][N:13]=2)[CH2:5][CH2:4][C@H:3]([C:6]2[S:10][C:9]([NH2:11])=[N:8][N:7]=2)[CH2:2]1.[C:18]([OH:21])(=O)[CH3:19].[CH3:22]N(C(ON1N=NC2C=CC=NC1=2)=[N+](C)C)C.F[P-](F)(F)(F)(F)F.C(N(C(C)C)C(C)C)C. Product: [NH2:11][C:9]1[S:10][C:6]([C@H:3]2[CH2:22][CH2:4][CH2:5][C@H:1]([C:12]3[S:16][C:15]([NH:17][C:18](=[O:21])[CH3:19])=[N:14][N:13]=3)[CH2:2]2)=[N:7][N:8]=1. The catalyst class is: 9. (7) Reactant: CC(O)C.C([C@](C(O)=O)(O)[C@](C(=O)C1C=CC=CC=1)(O)C(O)=O)(=O)C1C=CC=CC=1.[O:31]=[C:32]([N:46]1[CH2:51][CH2:50][N:49]2[C:52]([C:55]([F:58])([F:57])[F:56])=[N:53][N:54]=[C:48]2[CH2:47]1)[CH2:33][CH:34]([NH2:45])[CH2:35][C:36]1[CH:41]=[C:40]([F:42])[C:39]([F:43])=[CH:38][C:37]=1[F:44]. Product: [O:31]=[C:32]([N:46]1[CH2:51][CH2:50][N:49]2[C:52]([C:55]([F:58])([F:57])[F:56])=[N:53][N:54]=[C:48]2[CH2:47]1)[CH2:33][C@@H:34]([NH2:45])[CH2:35][C:36]1[CH:41]=[C:40]([F:42])[C:39]([F:43])=[CH:38][C:37]=1[F:44]. The catalyst class is: 5.